Dataset: Forward reaction prediction with 1.9M reactions from USPTO patents (1976-2016). Task: Predict the product of the given reaction. (1) Given the reactants Cl[C:2]1[N:7]=[C:6]([Cl:8])[CH:5]=[C:4]([C:9]2[CH:14]=[CH:13][CH:12]=[CH:11][CH:10]=2)[N:3]=1.[C:15]([NH2:19])([CH3:18])([CH3:17])[CH3:16], predict the reaction product. The product is: [C:15]([NH:19][C:2]1[N:7]=[C:6]([Cl:8])[CH:5]=[C:4]([C:9]2[CH:14]=[CH:13][CH:12]=[CH:11][CH:10]=2)[N:3]=1)([CH3:18])([CH3:17])[CH3:16]. (2) Given the reactants [Cl:1][C:2]1[CH:3]=[C:4]([CH:9](O)[CH2:10][N:11]([CH2:13][C:14]2[CH:19]=[CH:18][C:17]([F:20])=[C:16]([O:21][CH3:22])[CH:15]=2)[CH3:12])[CH:5]=[CH:6][C:7]=1[Cl:8].S(=O)(=O)(O)O, predict the reaction product. The product is: [Cl:1][C:2]1[CH:3]=[C:4]([CH:9]2[C:19]3[C:14](=[CH:15][C:16]([O:21][CH3:22])=[C:17]([F:20])[CH:18]=3)[CH2:13][N:11]([CH3:12])[CH2:10]2)[CH:5]=[CH:6][C:7]=1[Cl:8]. (3) Given the reactants [CH:1]1([CH2:7][O:8][C:9]2[C:10]3[N:11]([C:15]([C:19]([NH:21][C@@:22]([C:26]4[CH:27]=[C:28]([CH:33]=[CH:34][CH:35]=4)[C:29]([O:31]C)=[O:30])([CH3:25])[CH2:23][OH:24])=[O:20])=[C:16]([CH3:18])[N:17]=3)[CH:12]=[CH:13][CH:14]=2)[CH2:6][CH2:5][CH2:4][CH2:3][CH2:2]1.CO.[OH-].[Na+].Cl, predict the reaction product. The product is: [CH:1]1([CH2:7][O:8][C:9]2[C:10]3[N:11]([C:15]([C:19]([NH:21][C@@:22]([C:26]4[CH:27]=[C:28]([CH:33]=[CH:34][CH:35]=4)[C:29]([OH:31])=[O:30])([CH3:25])[CH2:23][OH:24])=[O:20])=[C:16]([CH3:18])[N:17]=3)[CH:12]=[CH:13][CH:14]=2)[CH2:6][CH2:5][CH2:4][CH2:3][CH2:2]1. (4) Given the reactants [N:1]1[CH:6]=[CH:5][CH:4]=[C:3]([CH2:7][OH:8])[CH:2]=1.[CH2:9]1[C:14](=[O:15])[N:13]([O:16][C:17](ON2C(=O)CCC2=O)=[O:18])[C:11](=[O:12])[CH2:10]1.N1C=CC=CC=1, predict the reaction product. The product is: [OH:16][N:13]1[C:14](=[O:15])[CH2:9][CH2:10][C:11]1=[O:12].[C:17](=[O:16])([O-:18])[O:8][CH2:7][C:3]1[CH:2]=[N:1][CH:6]=[CH:5][CH:4]=1. (5) Given the reactants [CH:1]1[C:6]([C:7]([CH2:9]Br)=O)=[CH:5][CH:4]=[C:3]([Br:11])[CH:2]=1.[CH:12]([O-:14])=O.[NH4+:15].[OH-].[Na+], predict the reaction product. The product is: [Br:11][C:3]1[CH:4]=[CH:5][C:6]([C:7]2[N:15]=[CH:12][O:14][CH:9]=2)=[CH:1][CH:2]=1. (6) Given the reactants [NH2:1][C:2]1[CH:7]=[CH:6][C:5]([NH:8][C:9]([NH:11][S:12]([C:15]2[S:16][C:17]([Cl:20])=[CH:18][CH:19]=2)(=[O:14])=[O:13])=[O:10])=[CH:4][C:3]=1[CH3:21].[C:22]1([CH2:28]C(O)=O)[CH:27]=[CH:26][CH:25]=[CH:24][CH:23]=1.[CH2:32]1CN([P+](ON2N=NC3C=CC=CC2=3)(N2CCCC2)N2CCCC2)CC1.F[P-](F)(F)(F)(F)F, predict the reaction product. The product is: [Cl:20][C:17]1[S:16][C:15]([S:12]([NH:11][C:9]([NH:8][C:5]2[CH:6]=[CH:7][C:2]([NH:1][CH2:28][C:22]3[CH:27]=[CH:26][CH:25]=[CH:24][CH:23]=3)=[C:3]([CH2:21][CH3:32])[CH:4]=2)=[O:10])(=[O:14])=[O:13])=[CH:19][CH:18]=1. (7) Given the reactants [CH2:1]([N:3]1[C:8]2[CH:9]=[N:10][C:11]([C:13]([O:15]C)=[O:14])=[CH:12][C:7]=2[C:6](=[O:17])[N:5]([CH2:18][CH3:19])[C:4]1=[O:20])[CH3:2].O.[OH-].[Li+].C(O)(=O)CC(CC(O)=O)(C(O)=O)O, predict the reaction product. The product is: [CH2:1]([N:3]1[C:8]2[CH:9]=[N:10][C:11]([C:13]([OH:15])=[O:14])=[CH:12][C:7]=2[C:6](=[O:17])[N:5]([CH2:18][CH3:19])[C:4]1=[O:20])[CH3:2]. (8) Given the reactants [NH2:1][CH2:2][C:3]1[CH:8]=[CH:7][C:6]([CH:9]([CH3:31])[C:10]([NH:12][CH2:13][C:14]2[C:15]([C:24]3[CH:25]=[C:26]([CH3:30])[CH:27]=[CH:28][CH:29]=3)=[N:16][C:17]([C:20]([F:23])([F:22])[F:21])=[CH:18][CH:19]=2)=[O:11])=[CH:5][C:4]=1[O:32][CH3:33].[CH3:34][S:35](Cl)(=[O:37])=[O:36], predict the reaction product. The product is: [CH3:33][O:32][C:4]1[CH:5]=[C:6]([CH:9]([CH3:31])[C:10]([NH:12][CH2:13][C:14]2[C:15]([C:24]3[CH:25]=[C:26]([CH3:30])[CH:27]=[CH:28][CH:29]=3)=[N:16][C:17]([C:20]([F:21])([F:22])[F:23])=[CH:18][CH:19]=2)=[O:11])[CH:7]=[CH:8][C:3]=1[CH2:2][NH:1][S:35]([CH3:34])(=[O:37])=[O:36]. (9) Given the reactants [CH3:1][O:2][C:3]1[CH:4]=[C:5]2[C:10](=[CH:11][C:12]=1[O:13][CH3:14])[N:9]=[CH:8][N:7]=[C:6]2[O:15][C:16]1[CH:22]=[CH:21][C:19]([NH2:20])=[C:18]([N+:23]([O-:25])=[O:24])[CH:17]=1.ClC(Cl)(O[C:30](=[O:36])OC(Cl)(Cl)Cl)Cl.[CH:38]1([CH2:44][N:45]2[CH2:49][CH2:48][CH:47]([NH2:50])[CH2:46]2)[CH2:43][CH2:42][CH2:41][CH2:40][CH2:39]1.C(=O)([O-])O.[Na+], predict the reaction product. The product is: [CH:38]1([CH2:44][N:45]2[CH2:49][CH2:48][CH:47]([NH:50][C:30]([NH:20][C:19]3[CH:21]=[CH:22][C:16]([O:15][C:6]4[C:5]5[C:10](=[CH:11][C:12]([O:13][CH3:14])=[C:3]([O:2][CH3:1])[CH:4]=5)[N:9]=[CH:8][N:7]=4)=[CH:17][C:18]=3[N+:23]([O-:25])=[O:24])=[O:36])[CH2:46]2)[CH2:39][CH2:40][CH2:41][CH2:42][CH2:43]1. (10) Given the reactants [CH3:1][Si:2]([CH3:30])([CH3:29])[CH2:3][CH2:4][O:5][CH2:6][N:7]([CH2:21][O:22][CH2:23][CH2:24][Si:25]([CH3:28])([CH3:27])[CH3:26])[C:8]1[N:13]2[N:14]=[CH:15][CH:16]=[C:12]2[N:11]=[C:10]([C:17](=[N:19]O)[CH3:18])[CH:9]=1.[H][H], predict the reaction product. The product is: [NH2:19][CH:17]([C:10]1[CH:9]=[C:8]([N:7]([CH2:21][O:22][CH2:23][CH2:24][Si:25]([CH3:28])([CH3:27])[CH3:26])[CH2:6][O:5][CH2:4][CH2:3][Si:2]([CH3:29])([CH3:1])[CH3:30])[N:13]2[N:14]=[CH:15][CH:16]=[C:12]2[N:11]=1)[CH3:18].